The task is: Predict which catalyst facilitates the given reaction.. This data is from Catalyst prediction with 721,799 reactions and 888 catalyst types from USPTO. (1) Reactant: [CH3:1][N:2]1[CH2:7][CH2:6][CH:5]([C:8]([O:10][CH:11]([C:19]2[CH:24]=[CH:23][CH:22]=[C:21]([F:25])[CH:20]=2)[C:12]2[CH:17]=[CH:16][CH:15]=[C:14]([F:18])[CH:13]=2)=[O:9])[CH2:4][CH2:3]1.[Br:26][CH2:27][C:28]([C:30]1[S:31][CH:32]=[CH:33][N:34]=1)=[O:29]. Product: [Br-:26].[F:25][C:21]1[CH:20]=[C:19]([CH:11]([C:12]2[CH:17]=[CH:16][CH:15]=[C:14]([F:18])[CH:13]=2)[O:10][C:8]([CH:5]2[CH2:4][CH2:3][N+:2]([CH3:1])([CH2:27][C:28](=[O:29])[C:30]3[S:31][CH:32]=[CH:33][N:34]=3)[CH2:7][CH2:6]2)=[O:9])[CH:24]=[CH:23][CH:22]=1. The catalyst class is: 25. (2) Reactant: [C:1]([O:5][C:6]([NH:8][C@@H:9]([CH:13]([CH3:15])[CH3:14])[C:10]([OH:12])=O)=[O:7])([CH3:4])([CH3:3])[CH3:2].CN(C(ON1N=NC2C=CC=CC1=2)=[N+](C)C)C.[B-](F)(F)(F)F.CN1CCOCC1.Cl.[CH3:46][C:47]1([OH:51])[CH2:50][NH:49][CH2:48]1. Product: [OH:51][C:47]1([CH3:46])[CH2:50][N:49]([C:10](=[O:12])[C@@H:9]([NH:8][C:6](=[O:7])[O:5][C:1]([CH3:2])([CH3:3])[CH3:4])[CH:13]([CH3:15])[CH3:14])[CH2:48]1. The catalyst class is: 3. (3) Reactant: [OH:1][C:2]1[CH:3]=[C:4]([CH2:8][C:9]([O:11][CH2:12][CH3:13])=[O:10])[CH:5]=[CH:6][CH:7]=1.C(=O)([O-])[O-].[K+].[K+].[CH2:20](Br)[C:21]1[CH:26]=[CH:25][CH:24]=[CH:23][CH:22]=1. Product: [CH2:20]([O:1][C:2]1[CH:3]=[C:4]([CH2:8][C:9]([O:11][CH2:12][CH3:13])=[O:10])[CH:5]=[CH:6][CH:7]=1)[C:21]1[CH:26]=[CH:25][CH:24]=[CH:23][CH:22]=1. The catalyst class is: 39. (4) Reactant: [Br:1][C:2]1[CH:7]=[CH:6][C:5]([C:8]([OH:17])([C:13]([F:16])([F:15])[F:14])[CH2:9][CH2:10][CH2:11]O)=[CH:4][CH:3]=1.C(P(CCCC)CCCC)CCC.CN(C)C(N=NC(N(C)C)=O)=O. Product: [Br:1][C:2]1[CH:3]=[CH:4][C:5]([C:8]2([C:13]([F:14])([F:15])[F:16])[CH2:9][CH2:10][CH2:11][O:17]2)=[CH:6][CH:7]=1. The catalyst class is: 20.